Predict the reaction yield, written as a fraction of the theoretical maximum amount of product (1.0 means a 100% yield; for example, 0.34 means a 34% yield). From a dataset of Reaction yield outcomes from USPTO patents with 853,638 reactions. The reactants are [F:1][C:2]1[CH:3]=[C:4]([CH:20]=[C:21]([F:23])[CH:22]=1)[O:5][C:6]1[C:11]2[CH2:12][C:13]([CH3:16])([CH3:15])[O:14][C:10]=2[CH:9]=[C:8]([C:17]([OH:19])=O)[CH:7]=1.CCN=C=NCCCN(C)C.C1C=CC2N(O)N=NC=2C=1.CN1CCOCC1.[CH3:52][N:53]1[CH:57]=[CH:56][C:55]([NH2:58])=[N:54]1. The catalyst is C(Cl)Cl. The product is [CH3:52][N:53]1[CH:57]=[CH:56][C:55]([NH:58][C:17]([C:8]2[CH:7]=[C:6]([O:5][C:4]3[CH:20]=[C:21]([F:23])[CH:22]=[C:2]([F:1])[CH:3]=3)[C:11]3[CH2:12][C:13]([CH3:15])([CH3:16])[O:14][C:10]=3[CH:9]=2)=[O:19])=[N:54]1. The yield is 0.510.